Dataset: Catalyst prediction with 721,799 reactions and 888 catalyst types from USPTO. Task: Predict which catalyst facilitates the given reaction. (1) Reactant: [O:1]1[C:10]2[C:5](=[CH:6][CH:7]=[C:8]([OH:11])[CH:9]=2)[CH2:4][CH2:3][CH2:2]1.B(Cl)(Cl)Cl.CS[C:18]#[N:19].[Cl-].[Cl-].[Cl-].[Al+3].[OH-].[Na+]. Product: [OH:11][C:8]1[CH:9]=[C:10]2[C:5]([CH2:4][CH2:3][CH2:2][O:1]2)=[CH:6][C:7]=1[C:18]#[N:19]. The catalyst class is: 701. (2) Reactant: [C:1](Cl)(=[O:28])[O:2][CH2:3][CH2:4][N:5]1[CH:9]=[C:8]([C:10]([CH3:13])([CH3:12])[CH3:11])[S:7]/[C:6]/1=[N:14]\[C:15](=[O:27])[C:16]1[CH:21]=[C:20]([C:22]([F:25])([F:24])[F:23])[CH:19]=[CH:18][C:17]=1F.[NH:30]1[CH2:33][CH2:32][CH2:31]1. Product: [N:30]1([C:1]([O:2][CH2:3][CH2:4][N:5]2[CH:9]=[C:8]([C:10]([CH3:13])([CH3:12])[CH3:11])[S:7]/[C:6]/2=[N:14]\[C:15](=[O:27])[C:16]2[CH:21]=[C:20]([C:22]([F:25])([F:24])[F:23])[CH:19]=[CH:18][C:17]=2[N:30]2[CH2:33][CH2:32][CH2:31]2)=[O:28])[CH2:33][CH2:32][CH2:31]1. The catalyst class is: 61. (3) Reactant: [CH3:1][N:2]([CH2:4][C:5]1[CH:36]=[CH:35][C:8]([CH2:9][N:10]2[CH2:15][CH2:14][CH:13]([CH2:16][CH2:17][N:18]3[C:26]([O:27]C)=[N:25][C:24]4[C:19]3=[N:20][C:21]([O:30][CH2:31][CH2:32][O:33][CH3:34])=[N:22][C:23]=4[NH2:29])[CH2:12][CH2:11]2)=[CH:7][CH:6]=1)[CH3:3].CO.Cl.N. Product: [NH2:29][C:23]1[N:22]=[C:21]([O:30][CH2:31][CH2:32][O:33][CH3:34])[N:20]=[C:19]2[C:24]=1[NH:25][C:26](=[O:27])[N:18]2[CH2:17][CH2:16][CH:13]1[CH2:14][CH2:15][N:10]([CH2:9][C:8]2[CH:7]=[CH:6][C:5]([CH2:4][N:2]([CH3:1])[CH3:3])=[CH:36][CH:35]=2)[CH2:11][CH2:12]1. The catalyst class is: 12.